This data is from Human liver microsome stability data. The task is: Regression/Classification. Given a drug SMILES string, predict its absorption, distribution, metabolism, or excretion properties. Task type varies by dataset: regression for continuous measurements (e.g., permeability, clearance, half-life) or binary classification for categorical outcomes (e.g., BBB penetration, CYP inhibition). Dataset: hlm. (1) The result is 0 (unstable in human liver microsomes). The compound is CCCCCC(C)NCc1coc(-c2ccc(OCCCC)cc2)n1. (2) The molecule is Cc1cc2c(NS(C)(=O)=O)cccc2n1-c1nc2c(c(NCc3ccccc3)n1)COCC2. The result is 0 (unstable in human liver microsomes). (3) The drug is O=C(Nc1cc2ccnc(O)c2cc1Cl)C1CNCC1c1ccc(Cl)cc1. The result is 0 (unstable in human liver microsomes).